This data is from Peptide-MHC class II binding affinity with 134,281 pairs from IEDB. The task is: Regression. Given a peptide amino acid sequence and an MHC pseudo amino acid sequence, predict their binding affinity value. This is MHC class II binding data. (1) The MHC is HLA-DPA10201-DPB11401 with pseudo-sequence HLA-DPA10201-DPB11401. The peptide sequence is LGHDGTVWAQSADFP. The binding affinity (normalized) is 0. (2) The peptide sequence is GKLYSILKIQSPLFT. The MHC is DRB1_0301 with pseudo-sequence DRB1_0301. The binding affinity (normalized) is 0.216.